Dataset: Full USPTO retrosynthesis dataset with 1.9M reactions from patents (1976-2016). Task: Predict the reactants needed to synthesize the given product. (1) Given the product [CH2:1]([O:3][C:4](=[O:29])[CH2:5][C:6]1[CH:11]=[CH:10][C:9]([O:12][CH3:13])=[C:8]([O:14][C:15]2[CH:20]=[CH:19][C:18]([NH:21][C:30](=[O:35])[C:31]([CH3:34])([CH3:33])[CH3:32])=[CH:17][C:16]=2[CH2:22][S:23][CH2:24][C:25]([F:26])([F:27])[F:28])[CH:7]=1)[CH3:2], predict the reactants needed to synthesize it. The reactants are: [CH2:1]([O:3][C:4](=[O:29])[CH2:5][C:6]1[CH:11]=[CH:10][C:9]([O:12][CH3:13])=[C:8]([O:14][C:15]2[CH:20]=[CH:19][C:18]([NH2:21])=[CH:17][C:16]=2[CH2:22][S:23][CH2:24][C:25]([F:28])([F:27])[F:26])[CH:7]=1)[CH3:2].[C:30](Cl)(=[O:35])[C:31]([CH3:34])([CH3:33])[CH3:32]. (2) The reactants are: [F:1][C:2]1[C:7]([F:8])=[C:6]([NH:9][C:10]2[CH:15]=[CH:14][C:13]([I:16])=[CH:12][C:11]=2[F:17])[C:5]([NH2:18])=[CH:4][CH:3]=1.[Cl:19][CH2:20][CH2:21][CH2:22][S:23](Cl)(=[O:25])=[O:24]. Given the product [Cl:19][CH2:20][CH2:21][CH2:22][S:23]([NH:18][C:5]1[CH:4]=[CH:3][C:2]([F:1])=[C:7]([F:8])[C:6]=1[NH:9][C:10]1[CH:15]=[CH:14][C:13]([I:16])=[CH:12][C:11]=1[F:17])(=[O:25])=[O:24], predict the reactants needed to synthesize it. (3) Given the product [CH2:1]([O:3][C:4]([C:6]1[C:7]([N:29]2[CH2:30][CH2:31][C:26]([NH2:32])([CH2:25][C:24]3[CH:33]=[CH:34][C:21]([C:17]([CH3:20])([CH3:18])[CH3:19])=[CH:22][CH:23]=3)[CH2:27][CH2:28]2)=[C:8]2[CH:14]=[N:37][NH:12][C:9]2=[N:10][CH:11]=1)=[O:5])[CH3:2], predict the reactants needed to synthesize it. The reactants are: [CH2:1]([O:3][C:4]([C:6]1[C:7](Cl)=[C:8]2[CH:14]=C[NH:12][C:9]2=[N:10][CH:11]=1)=[O:5])[CH3:2].Cl.[C:17]([C:21]1[CH:34]=[CH:33][C:24]([CH2:25][C:26]2([NH2:32])[CH2:31][CH2:30][NH:29][CH2:28][CH2:27]2)=[CH:23][CH:22]=1)([CH3:20])([CH3:19])[CH3:18].C([N:37](CC)CC)C. (4) Given the product [CH:1]1[C:10]2[C:5](=[C:6]([NH:11][C:13](=[S:14])[NH:12][C:15]3[CH:16]=[C:17]([S:23]([NH2:26])(=[O:25])=[O:24])[CH:18]=[CH:19][C:20]=3[O:21][CH3:22])[CH:7]=[CH:8][CH:9]=2)[CH:4]=[CH:3][N:2]=1, predict the reactants needed to synthesize it. The reactants are: [CH:1]1[C:10]2[C:5](=[C:6]([NH2:11])[CH:7]=[CH:8][CH:9]=2)[CH:4]=[CH:3][N:2]=1.[N:12]([C:15]1[CH:16]=[C:17]([S:23]([NH2:26])(=[O:25])=[O:24])[CH:18]=[CH:19][C:20]=1[O:21][CH3:22])=[C:13]=[S:14].CS(C1C=CC(OC)=C(NC(NC2C=CC=C3C=2C=NN3C)=S)C=1)(=O)=O. (5) Given the product [F:17][C:16]([F:19])([F:18])[C:20]([O:1][CH2:2][CH:3]1[O:8][CH2:7][CH2:6][NH:5][CH2:4]1)=[O:21], predict the reactants needed to synthesize it. The reactants are: [OH:1][CH2:2][CH:3]1[O:8][CH2:7][CH2:6][N:5](C(OC(C)(C)C)=O)[CH2:4]1.[C:16]([C:20](O)=[O:21])([F:19])([F:18])[F:17]. (6) Given the product [Br:1][C:2]1[CH:7]=[CH:6][CH:5]=[CH:4][C:3]=1[O:8][CH:14]1[CH2:18][CH2:17][N:16]([CH2:19][CH:20]2[CH2:22][CH2:21]2)[CH2:15]1, predict the reactants needed to synthesize it. The reactants are: [Br:1][C:2]1[CH:7]=[CH:6][CH:5]=[CH:4][C:3]=1[OH:8].CS(O[CH:14]1[CH2:18][CH2:17][N:16]([CH2:19][CH:20]2[CH2:22][CH2:21]2)[CH2:15]1)(=O)=O. (7) Given the product [C:8]([C:7]1[CH:6]=[CH:5][C:4]([NH:10][C@@H:11]2[CH2:16][CH2:15][CH2:14][CH2:13][C@@H:12]2[NH:17][C:18](=[O:24])[O:19][C:20]([CH3:23])([CH3:22])[CH3:21])=[CH:3][C:2]=1[NH:25][C:26]1[O:30][N:29]=[C:28]([C:31]2[CH:36]=[CH:35][CH:34]=[CH:33][CH:32]=2)[CH:27]=1)#[N:9], predict the reactants needed to synthesize it. The reactants are: Br[C:2]1[CH:3]=[C:4]([NH:10][C@@H:11]2[CH2:16][CH2:15][CH2:14][CH2:13][C@@H:12]2[NH:17][C:18](=[O:24])[O:19][C:20]([CH3:23])([CH3:22])[CH3:21])[CH:5]=[CH:6][C:7]=1[C:8]#[N:9].[NH2:25][C:26]1[O:30][N:29]=[C:28]([C:31]2[CH:36]=[CH:35][CH:34]=[CH:33][CH:32]=2)[CH:27]=1.O.O.O.[O-]C1C=CC=CC=1.[Na+].CC1(C)C2C(=C(P(C3C=CC=CC=3)C3C=CC=CC=3)C=CC=2)OC2C(P(C3C=CC=CC=3)C3C=CC=CC=3)=CC=CC1=2. (8) Given the product [CH2:1]([O:5][CH2:6][CH2:7][O:8][C:9]1[CH:10]=[CH:11][C:12]([C:15]2[CH:20]=[CH:19][C:18]([N:21]3[CH:25]=[CH:24][CH:23]=[CH:22]3)=[C:17](/[CH:26]=[C:27](\[CH3:31])/[C:28]([NH:58][C:57]3[CH:56]=[CH:55][C:54]([S@:52]([CH2:51][C:50]4[N:46]([CH2:43][CH2:44][CH3:45])[CH:47]=[N:48][CH:49]=4)=[O:53])=[CH:60][CH:59]=3)=[O:29])[CH:16]=2)=[CH:13][CH:14]=1)[CH2:2][CH2:3][CH3:4], predict the reactants needed to synthesize it. The reactants are: [CH2:1]([O:5][CH2:6][CH2:7][O:8][C:9]1[CH:14]=[CH:13][C:12]([C:15]2[CH:20]=[CH:19][C:18]([N:21]3[CH2:25][CH:24]=[CH:23][CH2:22]3)=[C:17](/[CH:26]=[C:27](\[CH3:31])/[C:28](O)=[O:29])[CH:16]=2)=[CH:11][CH:10]=1)[CH2:2][CH2:3][CH3:4].CN(C=O)C.C(Cl)(=O)C(Cl)=O.[CH2:43]([N:46]1[C:50]([CH2:51][S@@:52]([C:54]2[CH:60]=[CH:59][C:57]([NH2:58])=[CH:56][CH:55]=2)=[O:53])=[CH:49][N:48]=[CH:47]1)[CH2:44][CH3:45]. (9) Given the product [F:8][C:4](=[C:5]([F:7])[F:6])[CH2:3][CH2:2][S:9][C:10]#[N:11], predict the reactants needed to synthesize it. The reactants are: Br[CH2:2][CH2:3][C:4]([F:8])=[C:5]([F:7])[F:6].[S-:9][C:10]#[N:11].[NH4+]. (10) Given the product [CH3:1][Si:2]([CH3:42])([CH3:41])[CH2:3][CH2:4][O:5][CH2:6][N:7]([CH2:33][O:34][CH2:35][CH2:36][Si:37]([CH3:40])([CH3:39])[CH3:38])[C:8]1[N:13]2[N:14]=[CH:15][C:16]([C:54]3[CH:53]=[N:52][C:51]([C:45]4[C:46]([F:50])=[CH:47][CH:48]=[CH:49][C:44]=4[F:43])=[CH:56][CH:55]=3)=[C:12]2[N:11]=[C:10]([CH:18]2[CH2:24][CH:23]3[N:25]([C:26]([O:28][C:29]([CH3:32])([CH3:31])[CH3:30])=[O:27])[CH:20]([CH2:21][CH2:22]3)[CH2:19]2)[CH:9]=1, predict the reactants needed to synthesize it. The reactants are: [CH3:1][Si:2]([CH3:42])([CH3:41])[CH2:3][CH2:4][O:5][CH2:6][N:7]([CH2:33][O:34][CH2:35][CH2:36][Si:37]([CH3:40])([CH3:39])[CH3:38])[C:8]1[N:13]2[N:14]=[CH:15][C:16](I)=[C:12]2[N:11]=[C:10]([CH:18]2[CH2:24][CH:23]3[N:25]([C:26]([O:28][C:29]([CH3:32])([CH3:31])[CH3:30])=[O:27])[CH:20]([CH2:21][CH2:22]3)[CH2:19]2)[CH:9]=1.[F:43][C:44]1[CH:49]=[CH:48][CH:47]=[C:46]([F:50])[C:45]=1[C:51]1[CH:56]=[CH:55][C:54](B2OC(C)(C)C(C)(C)O2)=[CH:53][N:52]=1.ClCCl.C(=O)([O-])[O-].[K+].[K+].